From a dataset of Catalyst prediction with 721,799 reactions and 888 catalyst types from USPTO. Predict which catalyst facilitates the given reaction. Reactant: Br[C:2]1[C:8](Br)=[CH:7][C:6]([F:10])=[C:5]([F:11])[C:3]=1[NH2:4].C(N(CC)CC)C.[H][H]. Product: [F:11][C:5]1[C:6]([F:10])=[CH:7][CH:8]=[CH:2][C:3]=1[NH2:4]. The catalyst class is: 19.